From a dataset of Full USPTO retrosynthesis dataset with 1.9M reactions from patents (1976-2016). Predict the reactants needed to synthesize the given product. Given the product [CH3:19][O:20][C:21](=[O:37])[C:22]1[CH:27]=[CH:26][CH:25]=[C:24]([CH2:28][C:29]2[CH:30]=[CH:31][C:32]([CH2:35][O:16][C:13]3[CH:14]=[CH:15][C:10]([C:7](=[O:9])[CH3:8])=[C:11]([OH:18])[C:12]=3[I:17])=[CH:33][CH:34]=2)[CH:23]=1, predict the reactants needed to synthesize it. The reactants are: C(=O)([O-])[O-].[K+].[K+].[C:7]([C:10]1[CH:15]=[CH:14][C:13]([OH:16])=[C:12]([I:17])[C:11]=1[OH:18])(=[O:9])[CH3:8].[CH3:19][O:20][C:21](=[O:37])[C:22]1[CH:27]=[CH:26][CH:25]=[C:24]([CH2:28][C:29]2[CH:34]=[CH:33][C:32]([CH2:35]I)=[CH:31][CH:30]=2)[CH:23]=1.C(OCC)(=O)C.